Predict the reaction yield, written as a fraction of the theoretical maximum amount of product (1.0 means a 100% yield; for example, 0.34 means a 34% yield). From a dataset of Reaction yield outcomes from USPTO patents with 853,638 reactions. The reactants are [CH2:1]1[C:9]2[C:4](=[N:5][CH:6]=[C:7]3[CH2:12][CH2:11][C:10](=[CH:13][CH2:14][NH:15][C:16](=[O:19])[CH2:17][CH3:18])[C:8]3=2)[O:3][CH2:2]1.S(=O)(=O)(O)O. The catalyst is C1(C)C(C)=CC=CC=1.C(=O)([O-])O.[Na+]. The product is [CH2:1]1[C:9]2[C:4](=[N:5][CH:6]=[C:7]3[CH2:12][CH:11]=[C:10]([CH2:13][CH2:14][NH:15][C:16](=[O:19])[CH2:17][CH3:18])[C:8]3=2)[O:3][CH2:2]1. The yield is 0.160.